Dataset: Full USPTO retrosynthesis dataset with 1.9M reactions from patents (1976-2016). Task: Predict the reactants needed to synthesize the given product. (1) Given the product [CH:20](/[C:2]1[N:12]=[CH:11][C:5]2[O:6][CH2:7][C:8](=[O:10])[NH:9][C:4]=2[CH:3]=1)=[CH:19]\[C:13]1[CH:18]=[CH:17][CH:16]=[CH:15][CH:14]=1, predict the reactants needed to synthesize it. The reactants are: Br[C:2]1[N:12]=[CH:11][C:5]2[O:6][CH2:7][C:8](=[O:10])[NH:9][C:4]=2[CH:3]=1.[C:13]1([CH:19]=[CH:20]B(O)O)[CH:18]=[CH:17][CH:16]=[CH:15][CH:14]=1.C(=O)([O-])[O-].[K+].[K+]. (2) The reactants are: C(OC([N:8]1[CH2:13][CH2:12][CH:11]([NH:14][CH:15]2[CH:22]3[CH2:23][CH:18]4[CH2:19][CH:20]([CH2:24][CH:16]2[CH2:17]4)[CH2:21]3)[CH2:10][CH2:9]1)=O)(C)(C)C.[ClH:25]. Given the product [ClH:25].[ClH:25].[CH:22]12[CH2:21][CH:20]3[CH2:19][CH:18]([CH2:17][CH:16]([CH2:24]3)[CH:15]1[NH:14][CH:11]1[CH2:12][CH2:13][NH:8][CH2:9][CH2:10]1)[CH2:23]2, predict the reactants needed to synthesize it. (3) Given the product [Br:1][C:2]1[CH:3]=[C:4]([C:8]2[O:9][C:10](=[O:13])[CH:11]([C:16]3[CH2:17][CH2:18][CH2:19][CH2:20][N:21]=3)[N:12]=2)[CH:5]=[CH:6][CH:7]=1, predict the reactants needed to synthesize it. The reactants are: [Br:1][C:2]1[CH:3]=[C:4]([C:8]2[O:9][C:10](=[O:13])[CH2:11][N:12]=2)[CH:5]=[CH:6][CH:7]=1.CO[C:16]1[CH2:17][CH2:18][CH2:19][CH2:20][N:21]=1. (4) Given the product [CH:40]1[C:49]2[C:44](=[CH:45][CH:46]=[CH:47][CH:48]=2)[CH:43]=[CH:42][C:41]=1[CH2:50][CH2:51][NH:52][C:31](=[O:34])[O:10][C:5]1[CH:6]=[CH:7][CH:8]=[CH:9][C:4]=1[CH:1]([CH3:3])[CH3:2], predict the reactants needed to synthesize it. The reactants are: [CH:1]([C:4]1[CH:9]=[CH:8][CH:7]=[CH:6][C:5]=1[OH:10])([CH3:3])[CH3:2].ClC(OC1C=CC([N+]([O-])=O)=CC=1)=O.CCN(CC)CC.[C:31]([O-:34])(O)=O.[Na+].C(=O)([O-])[O-].[CH:40]1[C:49]2[C:44](=[CH:45][CH:46]=[CH:47][CH:48]=2)[CH:43]=[CH:42][C:41]=1[CH2:50][CH2:51][NH2:52]. (5) Given the product [CH3:1][C:2]1[N:3]=[C:4]2[CH:9]=[CH:8][C:7]([C:10]3[CH:15]=[CH:14][CH:13]=[CH:12][C:11]=3[C:16]([F:19])([F:18])[F:17])=[N:6][N:5]2[C:20]=1[NH:21][C:28](=[O:29])[C:23]1[CH:24]=[CH:25][CH:26]=[CH:27][N:22]=1, predict the reactants needed to synthesize it. The reactants are: [CH3:1][C:2]1[N:3]=[C:4]2[CH:9]=[CH:8][C:7]([C:10]3[CH:15]=[CH:14][CH:13]=[CH:12][C:11]=3[C:16]([F:19])([F:18])[F:17])=[N:6][N:5]2[C:20]=1[NH2:21].[N:22]1[CH:27]=[CH:26][CH:25]=[CH:24][C:23]=1[C:28](O)=[O:29].CCN(C(C)C)C(C)C.CN(C(ON1N=NC2C=CC=NC1=2)=[N+](C)C)C.F[P-](F)(F)(F)(F)F. (6) Given the product [C:9]([O:8][C:7]([NH:6][C@H:3]1[CH2:4][CH2:5][N:1]([C:21]([O:23][CH2:24][C:25]2[CH:30]=[CH:29][CH:28]=[CH:27][CH:26]=2)=[O:22])[CH2:2]1)=[O:13])([CH3:10])([CH3:12])[CH3:11], predict the reactants needed to synthesize it. The reactants are: [NH:1]1[CH2:5][CH2:4][C@H:3]([NH:6][C:7](=[O:13])[O:8][C:9]([CH3:12])([CH3:11])[CH3:10])[CH2:2]1.N1C=CC=CC=1.Cl[C:21]([O:23][CH2:24][C:25]1[CH:30]=[CH:29][CH:28]=[CH:27][CH:26]=1)=[O:22]. (7) Given the product [Br:1][C:2]1[CH:3]=[C:4]2[C:9](=[C:10]([CH:12]([OH:21])/[CH:13]=[CH:14]/[C:15]3[CH:16]=[CH:17][CH:18]=[CH:19][CH:20]=3)[CH:11]=1)[O:8][C:7]([CH3:23])([CH3:22])[CH:6]=[CH:5]2, predict the reactants needed to synthesize it. The reactants are: [Br:1][C:2]1[CH:3]=[C:4]2[C:9](=[C:10]([CH:12]([OH:21])[C:13]#[C:14][C:15]3[CH:20]=[CH:19][CH:18]=[CH:17][CH:16]=3)[CH:11]=1)[O:8][C:7]([CH3:23])([CH3:22])[CH:6]=[CH:5]2.[H-].[H-].[H-].[H-].[Li+].[Al+3]. (8) Given the product [Cl:1][C:2]1[CH:7]=[CH:6][C:5]([OH:8])=[C:4]([C:19]2([OH:25])[C:18]3[C:22](=[CH:23][C:15]([C:14]([F:27])([F:13])[F:26])=[CH:16][CH:17]=3)[NH:21][C:20]2=[O:24])[CH:3]=1, predict the reactants needed to synthesize it. The reactants are: [Cl:1][C:2]1[CH:7]=[CH:6][C:5]([OH:8])=[CH:4][CH:3]=1.C([Mg]Br)C.[F:13][C:14]([F:27])([F:26])[C:15]1[CH:23]=[C:22]2[C:18]([C:19](=[O:25])[C:20](=[O:24])[NH:21]2)=[CH:17][CH:16]=1. (9) Given the product [CH3:20][CH:21]([CH3:37])[C:22]([NH:24][C:25]1[CH:30]=[CH:29][CH:28]=[C:27]([CH:31]2[CH2:36][CH2:35][N:34]([CH2:10][CH2:11][C:12](=[O:13])[C:14]3[CH:19]=[CH:18][CH:17]=[CH:16][CH:15]=3)[CH2:33][CH2:32]2)[CH:26]=1)=[O:23], predict the reactants needed to synthesize it. The reactants are: C([O-])([O-])=O.[K+].[K+].[Na+].[I-].Cl[CH2:10][CH2:11][C:12]([C:14]1[CH:19]=[CH:18][CH:17]=[CH:16][CH:15]=1)=[O:13].[CH3:20][CH:21]([CH3:37])[C:22]([NH:24][C:25]1[CH:30]=[CH:29][CH:28]=[C:27]([CH:31]2[CH2:36][CH2:35][NH:34][CH2:33][CH2:32]2)[CH:26]=1)=[O:23].